This data is from Full USPTO retrosynthesis dataset with 1.9M reactions from patents (1976-2016). The task is: Predict the reactants needed to synthesize the given product. Given the product [Cl:1][C:2]1[CH:20]=[CH:19][C:5]([C:6]([NH:8][CH2:9][CH2:10][C:11]2[CH:16]=[CH:15][CH:14]=[C:13]([OH:17])[CH:12]=2)=[O:7])=[CH:4][C:3]=1[C:21]([F:22])([F:23])[F:24], predict the reactants needed to synthesize it. The reactants are: [Cl:1][C:2]1[CH:20]=[CH:19][C:5]([C:6]([NH:8][CH2:9][CH2:10][C:11]2[CH:16]=[CH:15][CH:14]=[C:13]([O:17]C)[CH:12]=2)=[O:7])=[CH:4][C:3]=1[C:21]([F:24])([F:23])[F:22].B(Br)(Br)Br.[NH4+].[OH-].